Dataset: Full USPTO retrosynthesis dataset with 1.9M reactions from patents (1976-2016). Task: Predict the reactants needed to synthesize the given product. (1) Given the product [CH3:30][C:29]1[C:24]([N:21]2[CH2:22][CH2:23][N:18]([C:16]([C:13]3[CH:12]=[CH:11][C:10]([N:2]4[CH2:3][CH2:4][CH2:5][CH2:6][S:1]4(=[O:8])=[O:7])=[CH:15][N:14]=3)=[O:17])[CH2:19][CH2:20]2)=[N:25][CH:26]=[C:27]([CH3:31])[CH:28]=1, predict the reactants needed to synthesize it. The reactants are: [S:1]1(=[O:8])(=[O:7])[CH2:6][CH2:5][CH2:4][CH2:3][NH:2]1.Br[C:10]1[CH:11]=[CH:12][C:13]([C:16]([N:18]2[CH2:23][CH2:22][N:21]([C:24]3[C:29]([CH3:30])=[CH:28][C:27]([CH3:31])=[CH:26][N:25]=3)[CH2:20][CH2:19]2)=[O:17])=[N:14][CH:15]=1. (2) Given the product [CH:29]([C:27]1[CH:26]=[CH:25][C:24]([O:32][CH3:33])=[C:23]([C:12]2[C:13]([OH:15])=[CH:14][C:9]([OH:8])=[C:10]([C:34]3[N:38]([CH2:39][CH2:40][C:41]4[CH:46]=[CH:45][CH:44]=[CH:43][CH:42]=4)[N:37]=[N:36][N:35]=3)[CH:11]=2)[CH:28]=1)([CH3:31])[CH3:30], predict the reactants needed to synthesize it. The reactants are: C([O:8][C:9]1[CH:14]=[C:13]([O:15]CC2C=CC=CC=2)[C:12]([C:23]2[CH:28]=[C:27]([CH:29]([CH3:31])[CH3:30])[CH:26]=[CH:25][C:24]=2[O:32][CH3:33])=[CH:11][C:10]=1[C:34]1[N:38]([CH2:39][CH2:40][C:41]2[CH:46]=[CH:45][CH:44]=[CH:43][CH:42]=2)[N:37]=[N:36][N:35]=1)C1C=CC=CC=1.[H][H].